This data is from TCR-epitope binding with 47,182 pairs between 192 epitopes and 23,139 TCRs. The task is: Binary Classification. Given a T-cell receptor sequence (or CDR3 region) and an epitope sequence, predict whether binding occurs between them. (1) The epitope is GTSGSPIINR. The TCR CDR3 sequence is CASSEKGDTQYF. Result: 0 (the TCR does not bind to the epitope). (2) The epitope is FLKEKGGL. Result: 1 (the TCR binds to the epitope). The TCR CDR3 sequence is CASSYQTGTGTYDHTF.